Dataset: NCI-60 drug combinations with 297,098 pairs across 59 cell lines. Task: Regression. Given two drug SMILES strings and cell line genomic features, predict the synergy score measuring deviation from expected non-interaction effect. (1) Drug 1: C1=CC(=CC=C1CCCC(=O)O)N(CCCl)CCCl. Drug 2: CCC1(CC2CC(C3=C(CCN(C2)C1)C4=CC=CC=C4N3)(C5=C(C=C6C(=C5)C78CCN9C7C(C=CC9)(C(C(C8N6C=O)(C(=O)OC)O)OC(=O)C)CC)OC)C(=O)OC)O.OS(=O)(=O)O. Cell line: OVCAR-8. Synergy scores: CSS=15.2, Synergy_ZIP=-7.28, Synergy_Bliss=0.956, Synergy_Loewe=-0.503, Synergy_HSA=0.0972. (2) Drug 1: C1CCC(CC1)NC(=O)N(CCCl)N=O. Drug 2: C#CCC(CC1=CN=C2C(=N1)C(=NC(=N2)N)N)C3=CC=C(C=C3)C(=O)NC(CCC(=O)O)C(=O)O. Cell line: MCF7. Synergy scores: CSS=7.38, Synergy_ZIP=-3.28, Synergy_Bliss=2.32, Synergy_Loewe=1.76, Synergy_HSA=1.14. (3) Drug 1: CCC1=C2CN3C(=CC4=C(C3=O)COC(=O)C4(CC)O)C2=NC5=C1C=C(C=C5)O. Drug 2: CCN(CC)CCCC(C)NC1=C2C=C(C=CC2=NC3=C1C=CC(=C3)Cl)OC. Cell line: RPMI-8226. Synergy scores: CSS=53.0, Synergy_ZIP=-3.74, Synergy_Bliss=-2.03, Synergy_Loewe=-11.2, Synergy_HSA=2.65. (4) Drug 1: CC1=C(C=C(C=C1)C(=O)NC2=CC(=CC(=C2)C(F)(F)F)N3C=C(N=C3)C)NC4=NC=CC(=N4)C5=CN=CC=C5. Drug 2: C1=NC2=C(N=C(N=C2N1C3C(C(C(O3)CO)O)F)Cl)N. Cell line: OVCAR3. Synergy scores: CSS=-5.01, Synergy_ZIP=4.12, Synergy_Bliss=2.53, Synergy_Loewe=-1.75, Synergy_HSA=-4.44. (5) Drug 1: CC1=C2C(C(=O)C3(C(CC4C(C3C(C(C2(C)C)(CC1OC(=O)C(C(C5=CC=CC=C5)NC(=O)OC(C)(C)C)O)O)OC(=O)C6=CC=CC=C6)(CO4)OC(=O)C)O)C)O. Drug 2: CC1=C(C(=O)C2=C(C1=O)N3CC4C(C3(C2COC(=O)N)OC)N4)N. Cell line: KM12. Synergy scores: CSS=42.2, Synergy_ZIP=-5.35, Synergy_Bliss=-7.68, Synergy_Loewe=3.34, Synergy_HSA=0.800.